Dataset: Forward reaction prediction with 1.9M reactions from USPTO patents (1976-2016). Task: Predict the product of the given reaction. (1) Given the reactants C([N:8]([CH2:19][CH2:20][C:21]1[CH:26]=[CH:25][C:24]([S:27]([C:30]2[CH:35]=[CH:34][C:33]([OH:36])=[CH:32][CH:31]=2)(=[O:29])=[O:28])=[CH:23][CH:22]=1)[CH2:9][C@@H:10]([C:12]1[CH:17]=[CH:16][CH:15]=[C:14]([Cl:18])[CH:13]=1)[OH:11])C1C=CC=CC=1.[H][H], predict the reaction product. The product is: [ClH:18].[Cl:18][C:14]1[CH:13]=[C:12]([C@@H:10]([OH:11])[CH2:9][NH:8][CH2:19][CH2:20][C:21]2[CH:26]=[CH:25][C:24]([S:27]([C:30]3[CH:31]=[CH:32][C:33]([OH:36])=[CH:34][CH:35]=3)(=[O:28])=[O:29])=[CH:23][CH:22]=2)[CH:17]=[CH:16][CH:15]=1. (2) Given the reactants [CH3:1][C:2]([CH3:23])([O:4][C:5]([N:7]([C:16]([O:18][C:19]([CH3:22])([CH3:21])[CH3:20])=[O:17])[C:8]1[N:9]=[CH:10][C:11]([C:14]#[N:15])=[N:12][CH:13]=1)=[O:6])[CH3:3].Cl.[NH2:25][OH:26].N1CCCCC1, predict the reaction product. The product is: [CH3:21][C:19]([CH3:22])([O:18][C:16]([N:7]([C:5]([O:4][C:2]([CH3:23])([CH3:3])[CH3:1])=[O:6])[C:8]1[N:9]=[CH:10][C:11]([C:14](=[NH:15])[NH:25][OH:26])=[N:12][CH:13]=1)=[O:17])[CH3:20]. (3) Given the reactants [N:1]([CH:4]1[C:13]2[N:12]=[C:11]([C:14]3[CH:19]=[CH:18][CH:17]=[C:16]([C:20]([F:23])([F:22])[F:21])[CH:15]=3)[CH:10]=[CH:9][C:8]=2[CH2:7][CH2:6][CH2:5]1)=[N+]=[N-].[H][H], predict the reaction product. The product is: [F:23][C:20]([F:21])([F:22])[C:16]1[CH:15]=[C:14]([C:11]2[CH:10]=[CH:9][C:8]3[CH2:7][CH2:6][CH2:5][CH:4]([NH2:1])[C:13]=3[N:12]=2)[CH:19]=[CH:18][CH:17]=1. (4) Given the reactants [CH3:1][S:2]([NH2:5])(=[O:4])=[O:3].[C:6](=[O:9])([O-])[O-].[K+].[K+].[CH3:12][O:13][C:14]1[CH:21]=[CH:20][C:17]([CH2:18]Cl)=[CH:16][CH:15]=1.O, predict the reaction product. The product is: [CH3:12][O:13][C:14]1[CH:21]=[CH:20][C:17]([CH2:18][N:5]([CH2:18][C:17]2[CH:20]=[CH:21][C:14]([O:9][CH3:6])=[CH:15][CH:16]=2)[S:2]([CH3:1])(=[O:4])=[O:3])=[CH:16][CH:15]=1. (5) Given the reactants Cl.Cl.[NH2:3][C:4]1[CH:36]=[CH:35][C:7]([O:8][C:9]2[CH:10]=[CH:11][C:12]3[N:16]=[C:15]([CH2:17][O:18][C:19]4[CH:32]=[CH:31][C:22]([CH2:23][CH:24]5[S:28][C:27](=[O:29])[NH:26][C:25]5=[O:30])=[CH:21][CH:20]=4)[N:14]([CH3:33])[C:13]=3[CH:34]=2)=[CH:6][CH:5]=1.[C:37]12([N:47]=[C:48]=S)[CH2:46][CH:41]3[CH2:42][CH:43]([CH2:45][CH:39]([CH2:40]3)[CH2:38]1)[CH2:44]2.C(N(CC)CC)C.CN(C)C=[O:60], predict the reaction product. The product is: [C:37]12([NH:47][C:48]([NH:3][C:4]3[CH:36]=[CH:35][C:7]([O:8][C:9]4[CH:10]=[CH:11][C:12]5[N:16]=[C:15]([CH2:17][O:18][C:19]6[CH:32]=[CH:31][C:22]([CH2:23][CH:24]7[S:28][C:27](=[O:29])[NH:26][C:25]7=[O:30])=[CH:21][CH:20]=6)[N:14]([CH3:33])[C:13]=5[CH:34]=4)=[CH:6][CH:5]=3)=[O:60])[CH2:46][CH:41]3[CH2:42][CH:43]([CH2:45][CH:39]([CH2:40]3)[CH2:38]1)[CH2:44]2.